From a dataset of Forward reaction prediction with 1.9M reactions from USPTO patents (1976-2016). Predict the product of the given reaction. (1) Given the reactants [F:1][C:2]1[CH:7]=[CH:6][C:5]([CH:8]([C:13]2[CH:18]=[CH:17][C:16]([F:19])=[CH:15][CH:14]=2)[O:9][CH2:10][CH2:11]Cl)=[CH:4][CH:3]=1.[I-].[Na+].C(=O)([O-])[O-].[K+].[K+].[CH:28]1([N:31]([CH:45]2[CH2:50][CH2:49][NH:48][CH2:47][CH2:46]2)[S:32]([C:35]2[CH:40]=[CH:39][CH:38]=[C:37]([C:41]([F:44])([F:43])[F:42])[CH:36]=2)(=[O:34])=[O:33])[CH2:30][CH2:29]1, predict the reaction product. The product is: [CH:28]1([N:31]([CH:45]2[CH2:50][CH2:49][N:48]([CH2:11][CH2:10][O:9][CH:8]([C:13]3[CH:18]=[CH:17][C:16]([F:19])=[CH:15][CH:14]=3)[C:5]3[CH:6]=[CH:7][C:2]([F:1])=[CH:3][CH:4]=3)[CH2:47][CH2:46]2)[S:32]([C:35]2[CH:40]=[CH:39][CH:38]=[C:37]([C:41]([F:44])([F:42])[F:43])[CH:36]=2)(=[O:33])=[O:34])[CH2:30][CH2:29]1. (2) The product is: [C:21]1([CH2:27][CH2:28][NH:29][C:14]([CH:11]2[CH2:10][CH2:9][N:8]([C:6]([O:5][C:1]([CH3:2])([CH3:3])[CH3:4])=[O:7])[CH2:13][CH2:12]2)=[O:16])[CH:26]=[CH:25][CH:24]=[CH:23][CH:22]=1. Given the reactants [C:1]([O:5][C:6]([N:8]1[CH2:13][CH2:12][CH:11]([C:14]([OH:16])=O)[CH2:10][CH2:9]1)=[O:7])([CH3:4])([CH3:3])[CH3:2].C(Cl)CCl.[C:21]1([CH2:27][CH2:28][NH2:29])[CH:26]=[CH:25][CH:24]=[CH:23][CH:22]=1.C([O-])([O-])=O.[Na+].[Na+], predict the reaction product. (3) Given the reactants [C:1]1([C:15]([O-])=[C:11]([N+:12]([O-:14])=[O:13])[CH:10]=[C:6]([N+:7]([O-:9])=[O:8])[CH:5]=1)[N+:2]([O-:4])=[O:3].[NH4+:17].P([O-])([O-])(O)=O.[NH4+].[NH4+].S1(CCCC1)(=O)=O, predict the reaction product. The product is: [CH:5]1[C:1]([N+:2]([O-:4])=[O:3])=[C:15]([NH2:17])[C:11]([N+:12]([O-:14])=[O:13])=[CH:10][C:6]=1[N+:7]([O-:9])=[O:8].